From a dataset of Peptide-MHC class II binding affinity with 134,281 pairs from IEDB. Regression. Given a peptide amino acid sequence and an MHC pseudo amino acid sequence, predict their binding affinity value. This is MHC class II binding data. (1) The peptide sequence is TPVNIIGRNLLTQIG. The MHC is DRB1_1302 with pseudo-sequence DRB1_1302. The binding affinity (normalized) is 0.453. (2) The peptide sequence is YLEDARRLKAIYEKKK. The MHC is DRB3_0101 with pseudo-sequence DRB3_0101. The binding affinity (normalized) is 0.199. (3) The peptide sequence is DKKYFAATQFEPLAA. The MHC is HLA-DPA10103-DPB10401 with pseudo-sequence HLA-DPA10103-DPB10401. The binding affinity (normalized) is 1.00. (4) The peptide sequence is DPIYKRKVLELAAAL. The MHC is HLA-DQA10102-DQB10602 with pseudo-sequence HLA-DQA10102-DQB10602. The binding affinity (normalized) is 0.200. (5) The MHC is DRB1_1101 with pseudo-sequence DRB1_1101. The peptide sequence is ALRVIAGALEVHAVK. The binding affinity (normalized) is 0.268. (6) The peptide sequence is KFDSKKPKEDPGPARVIYTY. The MHC is DRB1_1501 with pseudo-sequence DRB1_1501. The binding affinity (normalized) is 0. (7) The peptide sequence is AKFTCAKSMSLFEVD. The MHC is DRB1_0404 with pseudo-sequence DRB1_0404. The binding affinity (normalized) is 0.519.